Task: Predict the product of the given reaction.. Dataset: Forward reaction prediction with 1.9M reactions from USPTO patents (1976-2016) (1) Given the reactants C([O:3][C:4]([CH:6]1[CH2:11][CH2:10][CH:9]([NH:12][C:13]2[N:18]=[C:17]([C:19]3[N:23]4[CH:24]=[CH:25][CH:26]=[C:27]([O:28][CH2:29][CH2:30][CH2:31][S:32]([CH3:35])(=[O:34])=[O:33])[C:22]4=[N:21][CH:20]=3)[CH:16]=[CH:15][N:14]=2)[CH2:8][CH2:7]1)=[O:5])C.O[Li].O, predict the reaction product. The product is: [CH3:35][S:32]([CH2:31][CH2:30][CH2:29][O:28][C:27]1[C:22]2[N:23]([C:19]([C:17]3[CH:16]=[CH:15][N:14]=[C:13]([NH:12][CH:9]4[CH2:10][CH2:11][CH:6]([C:4]([OH:5])=[O:3])[CH2:7][CH2:8]4)[N:18]=3)=[CH:20][N:21]=2)[CH:24]=[CH:25][CH:26]=1)(=[O:34])=[O:33]. (2) Given the reactants [CH3:1]I.[CH2:3]([C:5]1[C:14]2[C:13](=[O:15])[NH:12][C:11](=[S:16])[NH:10][C:9]=2[O:8][C:7](=[O:17])[CH:6]=1)[CH3:4].O, predict the reaction product. The product is: [CH2:3]([C:5]1[C:14]2[C:13](=[O:15])[NH:12][C:11]([S:16][CH3:1])=[N:10][C:9]=2[O:8][C:7](=[O:17])[CH:6]=1)[CH3:4]. (3) Given the reactants Cl.[C@H:2]12[CH2:8][C@H:5]([NH:6][CH2:7]1)[CH2:4][N:3]2[CH2:9][C:10]1[CH:25]=[CH:24][C:13]([O:14][C:15]2[S:16][C:17]3[CH:23]=[CH:22][CH:21]=[CH:20][C:18]=3[N:19]=2)=[CH:12][CH:11]=1.[C:26](O)(=[O:29])[CH2:27][OH:28].Cl.CN(C)CCCN=C=NCC.CCN(CC)CC, predict the reaction product. The product is: [S:16]1[C:17]2[CH:23]=[CH:22][CH:21]=[CH:20][C:18]=2[N:19]=[C:15]1[O:14][C:13]1[CH:12]=[CH:11][C:10]([CH2:9][N:3]2[CH2:4][C@@H:5]3[CH2:8][C@H:2]2[CH2:7][N:6]3[C:27](=[O:28])[CH2:26][OH:29])=[CH:25][CH:24]=1. (4) Given the reactants [CH2:1]([NH:8][C:9]([C:11]1[CH:15]=[CH:14][S:13][C:12]=1[NH:16][C:17](=[O:23])OC(C)(C)C)=[O:10])[C:2]1[CH:7]=[CH:6][CH:5]=[CH:4][CH:3]=1.Cl.[C:25](Cl)(=O)[CH2:26][CH2:27]C, predict the reaction product. The product is: [CH2:1]([NH:8][C:9]([C:11]1[CH:15]=[CH:14][S:13][C:12]=1[NH:16][C:17](=[O:23])[CH2:25][CH2:26][CH3:27])=[O:10])[C:2]1[CH:3]=[CH:4][CH:5]=[CH:6][CH:7]=1.